From a dataset of Full USPTO retrosynthesis dataset with 1.9M reactions from patents (1976-2016). Predict the reactants needed to synthesize the given product. Given the product [F:28][C:29]1[CH:37]=[CH:36][CH:35]=[CH:34][C:30]=1[C:31]([NH:1][CH2:2][C:3]1[CH:8]=[CH:7][C:6]([CH2:9][N:10]2[CH2:11][CH2:12][N:13]([C:16]3[C:21]([C:22]([O:24][CH:25]([CH3:27])[CH3:26])=[O:23])=[CH:20][CH:19]=[CH:18][N:17]=3)[CH2:14][CH2:15]2)=[CH:5][CH:4]=1)=[O:32], predict the reactants needed to synthesize it. The reactants are: [NH2:1][CH2:2][C:3]1[CH:8]=[CH:7][C:6]([CH2:9][N:10]2[CH2:15][CH2:14][N:13]([C:16]3[C:21]([C:22]([O:24][CH:25]([CH3:27])[CH3:26])=[O:23])=[CH:20][CH:19]=[CH:18][N:17]=3)[CH2:12][CH2:11]2)=[CH:5][CH:4]=1.[F:28][C:29]1[CH:37]=[CH:36][CH:35]=[CH:34][C:30]=1[C:31](O)=[O:32].CN(C(ON1N=NC2C=CC=NC1=2)=[N+](C)C)C.F[P-](F)(F)(F)(F)F.CCN(C(C)C)C(C)C.